From a dataset of Reaction yield outcomes from USPTO patents with 853,638 reactions. Predict the reaction yield, written as a fraction of the theoretical maximum amount of product (1.0 means a 100% yield; for example, 0.34 means a 34% yield). (1) The reactants are O=C1C2C(=CC=CC=2)C(=O)[N:3]1[O:12][CH2:13][C:14]([O:16][C:17]([CH3:20])([CH3:19])[CH3:18])=[O:15].NN. The catalyst is C(O)C. The product is [NH2:3][O:12][CH2:13][C:14]([O:16][C:17]([CH3:20])([CH3:19])[CH3:18])=[O:15]. The yield is 0.350. (2) The reactants are [OH:1][C:2]1[CH:3]=[C:4]([C:14]2[N:15](C(OC(C)(C)C)=O)[C:16]([C:19]3[S:20][CH:21]=[CH:22][N:23]=3)=[CH:17][CH:18]=2)[CH:5]=[C:6]([O:8][C@@H:9]([CH3:13])[CH2:10][O:11][CH3:12])[CH:7]=1.[N:31]1([C:35]([C:37]2[CH:38]=[CH:39][C:40](Cl)=[N:41][CH:42]=2)=[O:36])[CH2:34][CH2:33][CH2:32]1.[H-].[Na+].Cl. The catalyst is CS(C)=O. The product is [N:31]1([C:35]([C:37]2[CH:38]=[CH:39][C:40]([O:1][C:2]3[CH:3]=[C:4]([C:14]4[NH:15][C:16]([C:19]5[S:20][CH:21]=[CH:22][N:23]=5)=[CH:17][CH:18]=4)[CH:5]=[C:6]([O:8][C@@H:9]([CH3:13])[CH2:10][O:11][CH3:12])[CH:7]=3)=[N:41][CH:42]=2)=[O:36])[CH2:34][CH2:33][CH2:32]1. The yield is 0.590. (3) The reactants are C[O:2][C:3]1[CH:4]=[C:5]([N+:16]([O-:18])=[O:17])[CH:6]=[CH:7][C:8]=1[O:9][C:10]1[CH:15]=[CH:14][CH:13]=[CH:12][CH:11]=1.Br. The catalyst is CC(O)=O. The yield is 1.00. The product is [N+:16]([C:5]1[CH:6]=[CH:7][C:8]([O:9][C:10]2[CH:15]=[CH:14][CH:13]=[CH:12][CH:11]=2)=[C:3]([OH:2])[CH:4]=1)([O-:18])=[O:17]. (4) The reactants are [NH2:1][CH2:2][CH2:3][CH2:4][N:5]([CH3:10])[CH2:6][CH2:7][CH2:8][NH2:9].C(N(CC)CC)C.[Cl:18][C:19]1[CH:20]=[C:21]2[C:26](=[C:27]([Cl:29])[CH:28]=1)[CH2:25][N:24]([CH3:30])[CH2:23][CH:22]2[C:31]1[CH:32]=[C:33]([S:37](Cl)(=[O:39])=[O:38])[CH:34]=[CH:35][CH:36]=1. The catalyst is C(Cl)Cl. The product is [NH2:1][CH2:2][CH2:3][CH2:4][N:5]([CH3:10])[CH2:6][CH2:7][CH2:8][NH:9][S:37]([C:33]1[CH:34]=[CH:35][CH:36]=[C:31]([CH:22]2[C:21]3[C:26](=[C:27]([Cl:29])[CH:28]=[C:19]([Cl:18])[CH:20]=3)[CH2:25][N:24]([CH3:30])[CH2:23]2)[CH:32]=1)(=[O:39])=[O:38]. The yield is 0.740. (5) The reactants are Cl[CH2:2][C:3]1[N:7]([CH:8]2[CH2:12][CH2:11][CH2:10][CH2:9]2)[CH:6]=[N:5][CH:4]=1.[CH3:13][C:14]1[N:19]=[C:18]([SH:20])[N:17]=[C:16]([OH:21])[CH:15]=1. No catalyst specified. The product is [CH:8]1([N:7]2[C:3]([CH2:2][S:20][C:18]3[N:17]=[C:16]([OH:21])[CH:15]=[C:14]([CH3:13])[N:19]=3)=[CH:4][N:5]=[CH:6]2)[CH2:12][CH2:11][CH2:10][CH2:9]1. The yield is 0.500. (6) The reactants are [N:1]1([S:7]([C:10]2[CH:18]=[CH:17][C:13]([C:14]([OH:16])=O)=[CH:12][CH:11]=2)(=[O:9])=[O:8])[CH2:6][CH2:5][O:4][CH2:3][CH2:2]1.[NH:19]1[CH2:23][CH2:22][CH2:21][C@H:20]1[CH2:24][N:25]1[CH2:29][CH2:28][CH2:27][CH2:26]1. No catalyst specified. The product is [N:1]1([S:7]([C:10]2[CH:11]=[CH:12][C:13]([C:14]([N:19]3[CH2:23][CH2:22][CH2:21][C@H:20]3[CH2:24][N:25]3[CH2:29][CH2:28][CH2:27][CH2:26]3)=[O:16])=[CH:17][CH:18]=2)(=[O:8])=[O:9])[CH2:2][CH2:3][O:4][CH2:5][CH2:6]1. The yield is 0.340.